Task: Predict the reaction yield, written as a fraction of the theoretical maximum amount of product (1.0 means a 100% yield; for example, 0.34 means a 34% yield).. Dataset: Reaction yield outcomes from USPTO patents with 853,638 reactions (1) The reactants are [F:1][C:2]1[CH:7]=[CH:6][C:5]([N:8]2[C:16]3[C:11](=[CH:12][C:13]([C:17]#[C:18][CH2:19][CH2:20][CH2:21][OH:22])=[CH:14][CH:15]=3)[CH:10]=[CH:9]2)=[CH:4][CH:3]=1.[CH3:23][S:24](Cl)(=[O:26])=[O:25].C(N(CC)CC)C. The catalyst is C(Cl)Cl. The product is [F:1][C:2]1[CH:7]=[CH:6][C:5]([N:8]2[C:16]3[C:11](=[CH:12][C:13]([C:17]#[C:18][CH2:19][CH2:20][CH2:21][O:22][S:24]([CH3:23])(=[O:26])=[O:25])=[CH:14][CH:15]=3)[CH:10]=[CH:9]2)=[CH:4][CH:3]=1. The yield is 0.710. (2) The reactants are [NH2:1][C@@H:2]([C:6]([OH:8])=[O:7])[CH:3]([CH3:5])[CH3:4].[N+:9]([C:12]1[CH:17]=[CH:16][C:15]([C:18]2[CH:23]=[CH:22][C:21]([S:24](Cl)(=[O:26])=[O:25])=[CH:20][CH:19]=2)=[CH:14][CH:13]=1)([O-:11])=[O:10].C(N(CC)CC)C. The catalyst is O1CCOCC1.O. The product is [N+:9]([C:12]1[CH:13]=[CH:14][C:15]([C:18]2[CH:23]=[CH:22][C:21]([S:24]([NH:1][C@@H:2]([C:6]([OH:8])=[O:7])[CH:3]([CH3:5])[CH3:4])(=[O:26])=[O:25])=[CH:20][CH:19]=2)=[CH:16][CH:17]=1)([O-:11])=[O:10]. The yield is 0.745. (3) The reactants are [NH2:1][C:2]1[CH:7]=[CH:6][C:5]([N:8]2[CH2:13][CH2:12][N:11]([CH:14]([OH:16])[CH3:15])[CH2:10][CH2:9]2)=[CH:4][CH:3]=1.[Br:17][C:18]1[CH:19]=[CH:20][CH:21]=[C:22]2[C:27]=1[N:26]=[C:25](Cl)[N:24]=[CH:23]2.C(O)(C(F)(F)F)=O. The catalyst is CCCCO. The product is [Br:17][C:18]1[CH:19]=[CH:20][CH:21]=[C:22]2[C:27]=1[N:26]=[C:25]([NH:1][C:2]1[CH:3]=[CH:4][C:5]([N:8]3[CH2:9][CH2:10][N:11]([CH:14]([OH:16])[CH3:15])[CH2:12][CH2:13]3)=[CH:6][CH:7]=1)[N:24]=[CH:23]2. The yield is 0.790. (4) The reactants are [Cl:1][C:2]1[CH:3]=[CH:4][C:5]2[CH:6]=[C:7]3[CH2:14][NH:13][CH2:12][C@H:11]([CH3:15])[N:8]3[C:9]=2[CH:10]=1.[BH4-].[Na+].[OH-].[Na+]. The catalyst is O1CCCC1.FC(F)(F)C(O)=O. The product is [Cl:1][C:2]1[CH:3]=[CH:4][C:5]2[CH2:6][C@H:7]3[CH2:14][NH:13][CH2:12][C@H:11]([CH3:15])[N:8]3[C:9]=2[CH:10]=1.[Cl:1][C:2]1[CH:3]=[CH:4][C:5]2[CH2:6][C@@H:7]3[CH2:14][NH:13][CH2:12][C@H:11]([CH3:15])[N:8]3[C:9]=2[CH:10]=1. The yield is 0.740. (5) The reactants are Br.[Br:2][CH2:3][CH2:4][CH2:5][NH2:6].[C:7](O[C:7]([O:9][C:10]([CH3:13])([CH3:12])[CH3:11])=[O:8])([O:9][C:10]([CH3:13])([CH3:12])[CH3:11])=[O:8].[OH-].[Na+]. The catalyst is O.ClCCl. The product is [C:10]([O:9][C:7]([NH:6][CH2:5][CH2:4][CH2:3][Br:2])=[O:8])([CH3:13])([CH3:12])[CH3:11]. The yield is 0.830.